This data is from Reaction yield outcomes from USPTO patents with 853,638 reactions. The task is: Predict the reaction yield, written as a fraction of the theoretical maximum amount of product (1.0 means a 100% yield; for example, 0.34 means a 34% yield). (1) The catalyst is C(O)(=O)C.O1CCCC1. The reactants are [NH2:1][C@@H:2]([C@H:10]([C@@H:12]1[C@@H:16]([O:17][Si:18]([C:21]([CH3:24])([CH3:23])[CH3:22])([CH3:20])[CH3:19])[C@@H:15]([O:25][Si:26]([C:29]([CH3:32])([CH3:31])[CH3:30])([CH3:28])[CH3:27])[C@H:14]([N:33]2[CH:38]=[CH:37][C:36](=[O:39])[N:35]([CH2:40][C:41]3[CH:46]=[CH:45][C:44]([O:47][CH3:48])=[CH:43][CH:42]=3)[C:34]2=[O:49])[O:13]1)[OH:11])[C:3]([O:5][C:6]([CH3:9])([CH3:8])[CH3:7])=[O:4].[CH:50]1[C:62]2[CH:61]([CH2:63][O:64][C:65](=[O:84])[NH:66][CH2:67][CH2:68][CH2:69][CH2:70][CH2:71][CH2:72][CH2:73][CH2:74][CH2:75][CH2:76][C:77](=[O:83])[NH:78][CH2:79][CH2:80][CH:81]=O)[C:60]3[C:55](=[CH:56][CH:57]=[CH:58][CH:59]=3)[C:54]=2[CH:53]=[CH:52][CH:51]=1.C(O[BH-](OC(=O)C)OC(=O)C)(=O)C.[Na+]. The product is [Si:18]([O:17][C@H:16]1[C@@H:15]([O:25][Si:26]([C:29]([CH3:32])([CH3:31])[CH3:30])([CH3:27])[CH3:28])[C@H:14]([N:33]2[CH:38]=[CH:37][C:36](=[O:39])[N:35]([CH2:40][C:41]3[CH:46]=[CH:45][C:44]([O:47][CH3:48])=[CH:43][CH:42]=3)[C:34]2=[O:49])[O:13][CH:12]1[C@H:10]([OH:11])[C@@H:2]([C:3]([O:5][C:6]([CH3:7])([CH3:9])[CH3:8])=[O:4])[NH:1][CH2:81][CH2:80][CH2:79][NH:78][C:77](=[O:83])[CH2:76][CH2:75][CH2:74][CH2:73][CH2:72][CH2:71][CH2:70][CH2:69][CH2:68][CH2:67][NH:66][C:65](=[O:84])[O:64][CH2:63][CH:61]1[C:60]2[CH:59]=[CH:58][CH:57]=[CH:56][C:55]=2[C:54]2[C:62]1=[CH:50][CH:51]=[CH:52][CH:53]=2)([C:21]([CH3:22])([CH3:23])[CH3:24])([CH3:20])[CH3:19]. The yield is 0.650. (2) The reactants are [Br:1][C:2]1[N:3]=[C:4]2[C:9](Cl)=[C:8]([C:11]([NH2:13])=[O:12])[CH:7]=[N:6][N:5]2[CH:14]=1.[NH2:15][C@H:16]1[C@@H:20]([CH2:21][CH3:22])[CH2:19][N:18]([C:23]([O:25][CH2:26][C:27]2[CH:32]=[CH:31][CH:30]=[CH:29][CH:28]=2)=[O:24])[CH2:17]1.CCN(C(C)C)C(C)C. The catalyst is CN(C=O)C. The product is [Br:1][C:2]1[N:3]=[C:4]2[C:9]([NH:15][C@H:16]3[C@@H:20]([CH2:21][CH3:22])[CH2:19][N:18]([C:23]([O:25][CH2:26][C:27]4[CH:28]=[CH:29][CH:30]=[CH:31][CH:32]=4)=[O:24])[CH2:17]3)=[C:8]([C:11](=[O:12])[NH2:13])[CH:7]=[N:6][N:5]2[CH:14]=1. The yield is 1.00.